This data is from Full USPTO retrosynthesis dataset with 1.9M reactions from patents (1976-2016). The task is: Predict the reactants needed to synthesize the given product. Given the product [CH:12]([CH:13]1[CH2:18][N:17]([C:19]([O:21][C:22]([CH3:25])([CH3:23])[CH3:24])=[O:20])[CH2:16][CH2:15][N:14]1[C:26]([O:28][CH2:29][C:30]1[CH:35]=[CH:34][CH:33]=[CH:32][CH:31]=1)=[O:27])=[O:11], predict the reactants needed to synthesize it. The reactants are: N1C=CC=CC=1.CS(C)=O.[OH:11][CH2:12][CH:13]1[CH2:18][N:17]([C:19]([O:21][C:22]([CH3:25])([CH3:24])[CH3:23])=[O:20])[CH2:16][CH2:15][N:14]1[C:26]([O:28][CH2:29][C:30]1[CH:35]=[CH:34][CH:33]=[CH:32][CH:31]=1)=[O:27].CCN(C(C)C)C(C)C.